From a dataset of Reaction yield outcomes from USPTO patents with 853,638 reactions. Predict the reaction yield, written as a fraction of the theoretical maximum amount of product (1.0 means a 100% yield; for example, 0.34 means a 34% yield). The yield is 0.240. The reactants are [CH3:1][O:2][CH2:3][CH2:4][CH2:5][NH:6][C:7]([C:9]1[CH:14]=[CH:13][N:12]=[C:11]2[NH:15][C:16]([C:18]3[CH:26]=[CH:25][C:21]([C:22](O)=[O:23])=[CH:20][CH:19]=3)=[N:17][C:10]=12)=[O:8].[NH:27]1[CH2:32][CH2:31][O:30][CH2:29][CH2:28]1.[ClH:33]. The catalyst is C(Cl)Cl.CO.CCOCC. The product is [ClH:33].[CH3:1][O:2][CH2:3][CH2:4][CH2:5][NH:6][C:7]([C:9]1[CH:14]=[CH:13][N:12]=[C:11]2[NH:15][C:16]([C:18]3[CH:19]=[CH:20][C:21]([C:22]([N:27]4[CH2:32][CH2:31][O:30][CH2:29][CH2:28]4)=[O:23])=[CH:25][CH:26]=3)=[N:17][C:10]=12)=[O:8].